From a dataset of Full USPTO retrosynthesis dataset with 1.9M reactions from patents (1976-2016). Predict the reactants needed to synthesize the given product. (1) Given the product [CH3:1][O:2][C:3](=[O:19])[C:4]1[CH:9]=[C:8]([O:10][CH2:11][CH2:12][CH2:13][O:14][S:21]([CH3:20])(=[O:23])=[O:22])[CH:7]=[CH:6][C:5]=1[NH:15][C:16](=[O:18])[CH3:17], predict the reactants needed to synthesize it. The reactants are: [CH3:1][O:2][C:3](=[O:19])[C:4]1[CH:9]=[C:8]([O:10][CH2:11][CH2:12][CH2:13][OH:14])[CH:7]=[CH:6][C:5]=1[NH:15][C:16](=[O:18])[CH3:17].[CH3:20][S:21](Cl)(=[O:23])=[O:22].C(N(CC)CC)C. (2) Given the product [CH3:1][N:2]1[C:10](=[O:11])[C:9]2[NH:8][C:7]([CH2:12][CH2:13][C:14]3[CH:19]=[CH:18][CH:17]=[CH:16][CH:15]=3)=[N:6][C:5]=2[N:4]([CH3:20])[C:3]1=[O:21], predict the reactants needed to synthesize it. The reactants are: [CH3:1][N:2]1[C:10](=[O:11])[C:9]2[NH:8][C:7](/[CH:12]=[CH:13]/[C:14]3[CH:19]=[CH:18][CH:17]=[CH:16][CH:15]=3)=[N:6][C:5]=2[N:4]([CH3:20])[C:3]1=[O:21].[H][H].